Dataset: Full USPTO retrosynthesis dataset with 1.9M reactions from patents (1976-2016). Task: Predict the reactants needed to synthesize the given product. (1) Given the product [Cl:25][C:26]1[CH:34]=[CH:33][CH:32]=[C:31]([Cl:35])[C:27]=1[C:28]([NH:24][C:21]1[CH:22]=[N:23][C:18]([NH:17][C:14]2[CH:15]=[CH:16][C:11]([S:8]([N:5]3[CH2:6][CH2:7][N:2]([CH3:1])[CH2:3][CH2:4]3)(=[O:9])=[O:10])=[CH:12][CH:13]=2)=[N:19][CH:20]=1)=[O:29], predict the reactants needed to synthesize it. The reactants are: [CH3:1][N:2]1[CH2:7][CH2:6][N:5]([S:8]([C:11]2[CH:16]=[CH:15][C:14]([NH:17][C:18]3[N:23]=[CH:22][C:21]([NH2:24])=[CH:20][N:19]=3)=[CH:13][CH:12]=2)(=[O:10])=[O:9])[CH2:4][CH2:3]1.[Cl:25][C:26]1[CH:34]=[CH:33][CH:32]=[C:31]([Cl:35])[C:27]=1[C:28](Cl)=[O:29]. (2) Given the product [ClH:2].[NH:13]1[CH2:14][CH2:15][CH:10]([CH2:9][C:6]2[CH:5]=[C:4]([S:16]([NH2:19])(=[O:17])=[O:18])[CH:3]=[CH:8][CH:7]=2)[CH2:11][CH2:12]1, predict the reactants needed to synthesize it. The reactants are: Cl.[Cl:2][C:3]1[CH:8]=[CH:7][C:6]([CH2:9][CH:10]2[CH2:15][CH2:14][NH:13][CH2:12][CH2:11]2)=[CH:5][C:4]=1[S:16]([NH2:19])(=[O:18])=[O:17].